Regression. Given two drug SMILES strings and cell line genomic features, predict the synergy score measuring deviation from expected non-interaction effect. From a dataset of NCI-60 drug combinations with 297,098 pairs across 59 cell lines. (1) Drug 1: CCCCCOC(=O)NC1=NC(=O)N(C=C1F)C2C(C(C(O2)C)O)O. Drug 2: C1=NNC2=C1C(=O)NC=N2. Cell line: U251. Synergy scores: CSS=8.89, Synergy_ZIP=-0.211, Synergy_Bliss=6.25, Synergy_Loewe=4.54, Synergy_HSA=5.23. (2) Drug 1: CC1=CC=C(C=C1)C2=CC(=NN2C3=CC=C(C=C3)S(=O)(=O)N)C(F)(F)F. Drug 2: COC1=NC(=NC2=C1N=CN2C3C(C(C(O3)CO)O)O)N. Cell line: RXF 393. Synergy scores: CSS=4.49, Synergy_ZIP=0.650, Synergy_Bliss=5.20, Synergy_Loewe=1.82, Synergy_HSA=2.14.